This data is from Forward reaction prediction with 1.9M reactions from USPTO patents (1976-2016). The task is: Predict the product of the given reaction. Given the reactants [N:1]1([CH2:6][CH2:7][N:8]2[C:13](=[O:14])[N:12](COCC3C=CC=CC=3)[C:11](=[O:24])[C:10]([O:25]CC3C=CC=CC=3)=[N:9]2)[CH:5]=[CH:4][CH:3]=[N:2]1, predict the reaction product. The product is: [N:1]1([CH2:6][CH2:7][N:8]2[C:13](=[O:14])[NH:12][C:11](=[O:24])[C:10]([OH:25])=[N:9]2)[CH:5]=[CH:4][CH:3]=[N:2]1.